From a dataset of NCI-60 drug combinations with 297,098 pairs across 59 cell lines. Regression. Given two drug SMILES strings and cell line genomic features, predict the synergy score measuring deviation from expected non-interaction effect. Drug 1: C1CNP(=O)(OC1)N(CCCl)CCCl. Drug 2: N.N.Cl[Pt+2]Cl. Cell line: HCT-15. Synergy scores: CSS=13.4, Synergy_ZIP=3.32, Synergy_Bliss=1.23, Synergy_Loewe=-28.5, Synergy_HSA=-3.99.